From a dataset of Reaction yield outcomes from USPTO patents with 853,638 reactions. Predict the reaction yield, written as a fraction of the theoretical maximum amount of product (1.0 means a 100% yield; for example, 0.34 means a 34% yield). (1) The reactants are C[C@@H](PC)[C]1[C](P(C2C3C(=CC=CC=3)C=CC=2)C2C3C(=CC=CC=3)C=CC=2)[CH][CH][CH]1.[CH2:31]([C:38]1[C:47]2[C:42](=[CH:43][CH:44]=[C:45]([O:48][CH3:49])[CH:46]=2)[CH2:41][CH2:40][C:39]=1[NH:50][C:51](=[O:54])[CH2:52][CH3:53])[C:32]1[CH:37]=[CH:36][CH:35]=[CH:34][CH:33]=1.[H][H]. The catalyst is [Rh+].ClC1CCCCC=CC=1.CO. The product is [CH2:31]([C@@H:38]1[C:47]2[C:42](=[CH:43][CH:44]=[C:45]([O:48][CH3:49])[CH:46]=2)[CH2:41][CH2:40][C@@H:39]1[NH:50][C:51](=[O:54])[CH2:52][CH3:53])[C:32]1[CH:37]=[CH:36][CH:35]=[CH:34][CH:33]=1. The yield is 0.910. (2) The reactants are [CH2:1]([C:3]1[C:8]([OH:9])=[CH:7][CH:6]=[C:5]([CH3:10])[N:4]=1)[CH3:2].Br[CH2:12][C:13]([O:15][CH3:16])=[O:14].C(=O)([O-])[O-].[Cs+].[Cs+].O. The catalyst is C(#N)C. The product is [CH2:1]([C:3]1[C:8]([O:9][CH2:12][C:13]([O:15][CH3:16])=[O:14])=[CH:7][CH:6]=[C:5]([CH3:10])[N:4]=1)[CH3:2]. The yield is 0.700.